Dataset: Reaction yield outcomes from USPTO patents with 853,638 reactions. Task: Predict the reaction yield, written as a fraction of the theoretical maximum amount of product (1.0 means a 100% yield; for example, 0.34 means a 34% yield). (1) The catalyst is CO. The reactants are [Cl:1][C:2]1[N:10]=[C:9]2[C:5]([N:6]=[C:7]([C:17]3([OH:21])[CH2:20][O:19][CH2:18]3)[N:8]2C2CCCCO2)=[C:4]([N:22]2[CH2:27][CH2:26][O:25][CH2:24][CH2:23]2)[N:3]=1.C1(C)C=CC(S(O)(=O)=O)=CC=1. The yield is 0.840. The product is [Cl:1][C:2]1[N:10]=[C:9]2[C:5]([N:6]=[C:7]([C:17]3([OH:21])[CH2:20][O:19][CH2:18]3)[NH:8]2)=[C:4]([N:22]2[CH2:23][CH2:24][O:25][CH2:26][CH2:27]2)[N:3]=1. (2) The reactants are Br[C:2]1[CH:3]=[CH:4][C:5]2[C:6]3[CH2:21][N:20]([C:22]([O:24][C:25]([CH3:28])([CH3:27])[CH3:26])=[O:23])[CH2:19][CH2:18][C:7]=3[N:8](C(OC(C)(C)C)=O)[C:9]=2[CH:10]=1.[CH2:29]([O:36][C:37]1[CH:42]=[CH:41][NH:40][C:39](=[O:43])[CH:38]=1)[C:30]1[CH:35]=[CH:34][CH:33]=[CH:32][CH:31]=1. No catalyst specified. The product is [CH2:29]([O:36][C:37]1[CH:42]=[CH:41][N:40]([C:2]2[CH:3]=[CH:4][C:5]3[C:6]4[CH2:21][N:20]([C:22]([O:24][C:25]([CH3:27])([CH3:28])[CH3:26])=[O:23])[CH2:19][CH2:18][C:7]=4[NH:8][C:9]=3[CH:10]=2)[C:39](=[O:43])[CH:38]=1)[C:30]1[CH:31]=[CH:32][CH:33]=[CH:34][CH:35]=1. The yield is 0.100. (3) The reactants are Cl.[Cl:2][C:3]1[CH:4]=[C:5]2[C:9](=[CH:10][CH:11]=1)[NH:8][CH:7]=[C:6]2[CH2:12][CH2:13][NH2:14].[CH3:15][C:16]1[C:17]([C:27](Cl)=[O:28])=[N:18][N:19]([C:21]2[CH:26]=[CH:25][CH:24]=[CH:23][CH:22]=2)[N:20]=1.C(N(CC)CC)C.C(OCC)(=O)C. The catalyst is ClCCl. The product is [Cl:2][C:3]1[CH:4]=[C:5]2[C:9](=[CH:10][CH:11]=1)[NH:8][CH:7]=[C:6]2[CH2:12][CH2:13][NH:14][C:27]([C:17]1[C:16]([CH3:15])=[N:20][N:19]([C:21]2[CH:26]=[CH:25][CH:24]=[CH:23][CH:22]=2)[N:18]=1)=[O:28]. The yield is 0.620. (4) The reactants are Cl.[CH:2]1([NH:5][C:6]([NH:8][C:9]2[CH:14]=[CH:13][C:12]([C:15]3[N:16]=[C:17]([N:24]4[CH2:29][CH2:28][O:27][CH2:26][C@H:25]4[CH3:30])[C:18]4[CH2:23][NH:22][CH2:21][C:19]=4[N:20]=3)=[C:11]([F:31])[CH:10]=2)=[O:7])[CH2:4][CH2:3]1.CCN(CC)CC.[CH3:39][S:40](Cl)(=[O:42])=[O:41]. The catalyst is CN(C=O)C. The product is [CH:2]1([NH:5][C:6]([NH:8][C:9]2[CH:14]=[CH:13][C:12]([C:15]3[N:16]=[C:17]([N:24]4[CH2:29][CH2:28][O:27][CH2:26][C@H:25]4[CH3:30])[C:18]4[CH2:23][N:22]([S:40]([CH3:39])(=[O:42])=[O:41])[CH2:21][C:19]=4[N:20]=3)=[C:11]([F:31])[CH:10]=2)=[O:7])[CH2:3][CH2:4]1. The yield is 0.240. (5) The reactants are [N+:1]([C:4]1[CH:12]=[CH:11][CH:10]=[C:9]2[C:5]=1[C:6](=[O:14])[NH:7][C:8]2=[O:13])([O-:3])=[O:2].[OH-:15].[Na+].Cl. The catalyst is O. The product is [N+:1]([C:4]1[CH:12]=[CH:11][CH:10]=[C:9]([C:8]([NH2:7])=[O:13])[C:5]=1[C:6]([OH:14])=[O:15])([O-:3])=[O:2]. The yield is 0.960. (6) The reactants are [CH3:1][O:2][C:3]1[CH:4]=[C:5]([CH2:19][NH2:20])[CH:6]=[C:7]([C:9]2[CH:14]=[CH:13][C:12]([C:15]([F:18])([F:17])[F:16])=[CH:11][CH:10]=2)[CH:8]=1.[F:21][C:22]1[CH:27]=[CH:26][C:25]([S:28]([N:31]([CH2:35][C:36](O)=[O:37])[CH:32]([CH3:34])[CH3:33])(=[O:30])=[O:29])=[CH:24][CH:23]=1.CN(C(ON1N=NC2C=CC=NC1=2)=[N+](C)C)C.F[P-](F)(F)(F)(F)F.C(N(CC)C(C)C)(C)C.OS([O-])(=O)=O.[K+]. The catalyst is C(Cl)Cl. The product is [F:21][C:22]1[CH:23]=[CH:24][C:25]([S:28]([N:31]([CH:32]([CH3:34])[CH3:33])[CH2:35][C:36]([NH:20][CH2:19][C:5]2[CH:6]=[C:7]([C:9]3[CH:10]=[CH:11][C:12]([C:15]([F:17])([F:16])[F:18])=[CH:13][CH:14]=3)[CH:8]=[C:3]([O:2][CH3:1])[CH:4]=2)=[O:37])(=[O:29])=[O:30])=[CH:26][CH:27]=1. The yield is 0.650. (7) The product is [CH3:1][O:2][C:3](=[O:40])[C:4]1[CH:9]=[CH:8][C:7]([O:10][CH2:11][CH2:12][C:13]2[C:21]3[C:16](=[CH:17][CH:18]=[C:19]([Cl:22])[CH:20]=3)[N:15]([CH:23]([C:30]3[CH:35]=[CH:34][CH:33]=[CH:32][CH:31]=3)[C:24]3[CH:29]=[CH:28][CH:27]=[CH:26][CH:25]=3)[C:14]=2[CH2:36][CH2:37][CH2:38][Br:61])=[CH:6][CH:5]=1. The reactants are [CH3:1][O:2][C:3](=[O:40])[C:4]1[CH:9]=[CH:8][C:7]([O:10][CH2:11][CH2:12][C:13]2[C:21]3[C:16](=[CH:17][CH:18]=[C:19]([Cl:22])[CH:20]=3)[N:15]([CH:23]([C:30]3[CH:35]=[CH:34][CH:33]=[CH:32][CH:31]=3)[C:24]3[CH:29]=[CH:28][CH:27]=[CH:26][CH:25]=3)[C:14]=2[CH2:36][CH2:37][CH2:38]O)=[CH:6][CH:5]=1.C1(P(C2C=CC=CC=2)C2C=CC=CC=2)C=CC=CC=1.C(Br)(Br)(Br)[Br:61]. The catalyst is C(Cl)Cl. The yield is 0.860.